From a dataset of Forward reaction prediction with 1.9M reactions from USPTO patents (1976-2016). Predict the product of the given reaction. (1) Given the reactants [CH3:1][C@H:2]1[CH2:7][NH:6][CH2:5][C@@H:4]([CH3:8])[NH:3]1.Cl[S:10]([C:13]1[CH:14]=[CH:15][C:16]([O:22][CH2:23][CH3:24])=[C:17]([CH:21]=1)[C:18]([OH:20])=[O:19])(=[O:12])=[O:11], predict the reaction product. The product is: [CH2:23]([O:22][C:16]1[CH:15]=[CH:14][C:13]([S:10]([N:6]2[CH2:5][C@@H:4]([CH3:8])[NH:3][C@@H:2]([CH3:1])[CH2:7]2)(=[O:12])=[O:11])=[CH:21][C:17]=1[C:18]([OH:20])=[O:19])[CH3:24]. (2) The product is: [Cl:35][C:19]1[CH:18]=[C:17]([O:16][C:10]2[C:9]3[C:14](=[CH:15][C:6]([O:5][CH2:4][CH2:3][CH2:2][N:44]4[CH2:49][CH2:48][O:47][CH2:46][CH2:45]4)=[C:7]([O:36][CH3:37])[CH:8]=3)[N:13]=[CH:12][N:11]=2)[CH:22]=[CH:21][C:20]=1[NH:23][C:24]([NH:26][C:27]1[CH:32]=[CH:31][C:30]([F:33])=[CH:29][C:28]=1[F:34])=[O:25]. Given the reactants Br[CH2:2][CH2:3][CH2:4][O:5][C:6]1[CH:15]=[C:14]2[C:9]([C:10]([O:16][C:17]3[CH:22]=[CH:21][C:20]([NH:23][C:24]([NH:26][C:27]4[CH:32]=[CH:31][C:30]([F:33])=[CH:29][C:28]=4[F:34])=[O:25])=[C:19]([Cl:35])[CH:18]=3)=[N:11][CH:12]=[N:13]2)=[CH:8][C:7]=1[O:36][CH3:37].C(=O)([O-])[O-].[K+].[K+].[NH:44]1[CH2:49][CH2:48][O:47][CH2:46][CH2:45]1.O, predict the reaction product. (3) Given the reactants [Cl:1][C:2]1[N:7]=[C:6](Cl)[C:5]([CH:9]=[C:10]2[CH2:15][CH2:14][CH2:13][CH2:12][CH2:11]2)=[CH:4][N:3]=1.[C:16]([C:20]1[CH:21]=[C:22](B2OC(C)(C)C(C)(C)O2)[CH:23]=[C:24]([C:26]([CH3:29])([CH3:28])[CH3:27])[CH:25]=1)([CH3:19])([CH3:18])[CH3:17].C([O-])([O-])=O.[K+].[K+], predict the reaction product. The product is: [Cl:1][C:2]1[N:7]=[C:6]([C:22]2[CH:21]=[C:20]([C:16]([CH3:18])([CH3:17])[CH3:19])[CH:25]=[C:24]([C:26]([CH3:29])([CH3:28])[CH3:27])[CH:23]=2)[C:5]([CH:9]=[C:10]2[CH2:15][CH2:14][CH2:13][CH2:12][CH2:11]2)=[CH:4][N:3]=1. (4) Given the reactants C([O:3][C:4]([C:6]1[NH:7][C:8]2[CH2:9][C@@H:10]3[C@H:14]([CH2:15][CH2:16][C:17]4[CH:22]=[CH:21][CH:20]=[CH:19][CH:18]=4)[C@@H:11]3[C:12]=2[CH:13]=1)=[O:5])C.[OH-].[Li+].CO, predict the reaction product. The product is: [CH2:15]([C@H:14]1[C@H:10]2[CH2:9][C:8]3[NH:7][C:6]([C:4]([OH:5])=[O:3])=[CH:13][C:12]=3[C@@H:11]12)[CH2:16][C:17]1[CH:18]=[CH:19][CH:20]=[CH:21][CH:22]=1. (5) Given the reactants ClC1C=CC=C(Cl)C=1C(NC1C(C2NC3C=CC(CN4CCOCC4)=CC=3N=2)=NNC=1)=O.[F:33][C:34]1[CH:50]=[CH:49][CH:48]=[C:47]([F:51])[C:35]=1[C:36]([NH:38][C:39]1[C:40]([C:44](O)=O)=[N:41][NH:42][CH:43]=1)=[O:37].[F:52][C:53]([F:67])([F:66])[C:54]1[C:55]([NH2:65])=[C:56]([NH2:64])[CH:57]=[C:58]([C:60]([F:63])([F:62])[F:61])[CH:59]=1, predict the reaction product. The product is: [F:52][C:53]([F:66])([F:67])[C:54]1[C:55]2[N:65]=[C:44]([C:40]3[C:39]([NH:38][C:36](=[O:37])[C:35]4[C:34]([F:33])=[CH:50][CH:49]=[CH:48][C:47]=4[F:51])=[CH:43][NH:42][N:41]=3)[NH:64][C:56]=2[CH:57]=[C:58]([C:60]([F:61])([F:62])[F:63])[CH:59]=1. (6) Given the reactants [CH3:1][N:2]1[CH:6]=[C:5]([C:7]2[CH:8]=[C:9]3[CH:15]=[CH:14][N:13]([S:16]([C:19]4[CH:24]=[CH:23][CH:22]=[CH:21][CH:20]=4)(=[O:18])=[O:17])[C:10]3=[N:11][CH:12]=2)[CH:4]=[N:3]1.[Br:25]N1C(=O)CCC1=O, predict the reaction product. The product is: [Br:25][C:15]1[C:9]2[C:10](=[N:11][CH:12]=[C:7]([C:5]3[CH:4]=[N:3][N:2]([CH3:1])[CH:6]=3)[CH:8]=2)[N:13]([S:16]([C:19]2[CH:20]=[CH:21][CH:22]=[CH:23][CH:24]=2)(=[O:18])=[O:17])[CH:14]=1. (7) The product is: [CH:15]1([CH2:18][NH:14][CH2:13][CH2:12][C:7]2[C:6]3[C:10](=[CH:11][C:3]([O:2][CH3:1])=[CH:4][CH:5]=3)[NH:9][CH:8]=2)[CH2:17][CH2:16]1. Given the reactants [CH3:1][O:2][C:3]1[CH:11]=[C:10]2[C:6]([C:7]([CH2:12][CH2:13][NH2:14])=[CH:8][NH:9]2)=[CH:5][CH:4]=1.[CH:15]1([CH:18]=O)[CH2:17][CH2:16]1, predict the reaction product. (8) Given the reactants [CH3:1][O:2][C:3]([C:5]1[CH:9]=[C:8]([CH:10]([OH:12])[CH3:11])[O:7][C:6]=1[CH3:13])=[O:4], predict the reaction product. The product is: [CH3:1][O:2][C:3]([C:5]1[CH:9]=[C:8]([C:10](=[O:12])[CH3:11])[O:7][C:6]=1[CH3:13])=[O:4]. (9) Given the reactants [Cl:1][C:2]1[CH:3]=[C:4]2[C:8](=[C:9]([NH:11][CH:12]3[CH2:16][CH2:15][CH2:14][CH2:13]3)[CH:10]=1)[NH:7][C:6]([C:17]1[S:18][CH2:19][C@@H:20]([CH2:22][C:23]([OH:25])=O)[N:21]=1)=[CH:5]2.[NH:26]1[CH2:30][CH2:29][CH:28]([OH:31])[CH2:27]1, predict the reaction product. The product is: [Cl:1][C:2]1[CH:3]=[C:4]2[C:8](=[C:9]([NH:11][CH:12]3[CH2:16][CH2:15][CH2:14][CH2:13]3)[CH:10]=1)[NH:7][C:6]([C:17]1[S:18][CH2:19][C@@H:20]([CH2:22][C:23]([N:26]3[CH2:30][CH2:29][CH:28]([OH:31])[CH2:27]3)=[O:25])[N:21]=1)=[CH:5]2.